Predict the product of the given reaction. From a dataset of Forward reaction prediction with 1.9M reactions from USPTO patents (1976-2016). (1) Given the reactants [F:1][C:2]1[CH:7]=[CH:6][C:5]([N:8]2[CH:11]([C:12]3[CH:17]=[CH:16][C:15]([O:18][CH2:19][CH2:20][O:21][CH2:22][CH2:23][O:24][CH2:25][CH2:26]I)=[CH:14][CH:13]=3)[CH:10]([CH2:28][CH2:29][CH:30]([C:32]3[CH:37]=[CH:36][C:35]([F:38])=[CH:34][CH:33]=3)[OH:31])[C:9]2=[O:39])=[CH:4][CH:3]=1.[CH3:40][NH:41][CH2:42][CH:43]([OH:52])[CH:44]([OH:51])[CH:45]([OH:50])[CH:46]([OH:49])[CH2:47][OH:48], predict the reaction product. The product is: [F:1][C:2]1[CH:7]=[CH:6][C:5]([N:8]2[CH:11]([C:12]3[CH:17]=[CH:16][C:15]([O:18][CH2:19][CH2:20][O:21][CH2:22][CH2:23][O:24][CH2:25][CH2:26][N:41]([CH3:40])[CH2:42][CH:43]([OH:52])[CH:44]([OH:51])[CH:45]([OH:50])[CH:46]([OH:49])[CH2:47][OH:48])=[CH:14][CH:13]=3)[CH:10]([CH2:28][CH2:29][CH:30]([C:32]3[CH:37]=[CH:36][C:35]([F:38])=[CH:34][CH:33]=3)[OH:31])[C:9]2=[O:39])=[CH:4][CH:3]=1. (2) Given the reactants [F:1][C:2]1[CH:3]=[C:4]([CH:14]([NH:16][C:17]([C:19]2[N:20]=[C:21](Cl)[O:22][CH:23]=2)=[O:18])[CH3:15])[CH:5]=[C:6]([F:13])[C:7]=1[NH:8][S:9]([CH3:12])(=[O:11])=[O:10].[CH3:25][C:26]1([CH3:36])[CH2:30][C:29]2[CH:31]=[CH:32][CH:33]=[C:34]([OH:35])[C:28]=2[O:27]1, predict the reaction product. The product is: [F:1][C:2]1[CH:3]=[C:4]([CH:14]([NH:16][C:17]([C:19]2[N:20]=[C:21]([O:35][C:34]3[C:28]4[O:27][C:26]([CH3:36])([CH3:25])[CH2:30][C:29]=4[CH:31]=[CH:32][CH:33]=3)[O:22][CH:23]=2)=[O:18])[CH3:15])[CH:5]=[C:6]([F:13])[C:7]=1[NH:8][S:9]([CH3:12])(=[O:11])=[O:10].